Predict the reaction yield, written as a fraction of the theoretical maximum amount of product (1.0 means a 100% yield; for example, 0.34 means a 34% yield). From a dataset of Reaction yield outcomes from USPTO patents with 853,638 reactions. The catalyst is CN(C)C1C=CN=CC=1.ClCCl. The yield is 0.680. The reactants are [CH3:1][O:2][C:3]([C:5]1[C:10](=[O:11])[NH:9][C:8]2[S:12][CH:13]=[CH:14][C:7]=2[CH:6]=1)=[O:4].C1C=CC(N([S:22]([C:25]([F:28])([F:27])[F:26])(=[O:24])=[O:23])[S:22]([C:25]([F:28])([F:27])[F:26])(=[O:24])=[O:23])=CC=1.O. The product is [CH3:1][O:2][C:3]([C:5]1[CH:6]=[C:7]2[CH:14]=[CH:13][S:12][C:8]2=[N:9][C:10]=1[O:11][S:22]([C:25]([F:28])([F:27])[F:26])(=[O:24])=[O:23])=[O:4].